From a dataset of Forward reaction prediction with 1.9M reactions from USPTO patents (1976-2016). Predict the product of the given reaction. (1) Given the reactants C[O:2][C:3]1[C:8]([CH3:9])=[CH:7][C:6]([N+:10]([O-:12])=[O:11])=[C:5]([CH3:13])[N:4]=1, predict the reaction product. The product is: [CH3:9][C:8]1[C:3]([OH:2])=[N:4][C:5]([CH3:13])=[C:6]([N+:10]([O-:12])=[O:11])[CH:7]=1. (2) Given the reactants [CH2:1]([C:6]1[CH:11]=[CH:10][C:9]([C:12]2[N:16]([CH3:17])[N:15]=[C:14]([C:18](=O)[CH3:19])[C:13]=2[OH:21])=[CH:8][CH:7]=1)[CH2:2][CH2:3][CH2:4][CH3:5].[NH:22]([C:24]([NH:26][C:27]1[CH:35]=[CH:34][C:30]([C:31]([OH:33])=[O:32])=[CH:29][CH:28]=1)=[S:25])[NH2:23].CN(C)C=O, predict the reaction product. The product is: [CH2:1]([C:6]1[CH:11]=[CH:10][C:9]([C:12]2[N:16]([CH3:17])[N:15]=[C:14]([C:18](=[N:23][NH:22][C:24]([NH:26][C:27]3[CH:35]=[CH:34][C:30]([C:31]([OH:33])=[O:32])=[CH:29][CH:28]=3)=[S:25])[CH3:19])[C:13]=2[OH:21])=[CH:8][CH:7]=1)[CH2:2][CH2:3][CH2:4][CH3:5]. (3) Given the reactants [CH2:1]([O:8][C:9]([N:11]1[CH2:14][CH:13]([C:15]([OH:17])=O)[CH2:12]1)=[O:10])[C:2]1[CH:7]=[CH:6][CH:5]=[CH:4][CH:3]=1.O.ON1C2C=CC=CC=2N=N1.[NH2:29][C:30]1[CH:49]=[CH:48][C:33]([O:34][CH:35]2[CH2:40][CH2:39][N:38]([C:41]([O:43][C:44]([CH3:47])([CH3:46])[CH3:45])=[O:42])[CH2:37][CH2:36]2)=[CH:32][CH:31]=1.C(N(C(C)C)CC)(C)C.Cl.CN(C)CCCN=C=NCC, predict the reaction product. The product is: [CH2:1]([O:8][C:9]([N:11]1[CH2:12][CH:13]([C:15]([NH:29][C:30]2[CH:31]=[CH:32][C:33]([O:34][CH:35]3[CH2:40][CH2:39][N:38]([C:41]([O:43][C:44]([CH3:45])([CH3:46])[CH3:47])=[O:42])[CH2:37][CH2:36]3)=[CH:48][CH:49]=2)=[O:17])[CH2:14]1)=[O:10])[C:2]1[CH:3]=[CH:4][CH:5]=[CH:6][CH:7]=1.